From a dataset of Peptide-MHC class I binding affinity with 185,985 pairs from IEDB/IMGT. Regression. Given a peptide amino acid sequence and an MHC pseudo amino acid sequence, predict their binding affinity value. This is MHC class I binding data. (1) The peptide sequence is VTGCASLYV. The MHC is HLA-B15:01 with pseudo-sequence HLA-B15:01. The binding affinity (normalized) is 0.0847. (2) The peptide sequence is EISTNIRQ. The MHC is HLA-B07:02 with pseudo-sequence HLA-B07:02. The binding affinity (normalized) is 0. (3) The binding affinity (normalized) is 0.416. The MHC is HLA-B54:01 with pseudo-sequence HLA-B54:01. The peptide sequence is SPNLAWPLIV.